From a dataset of Full USPTO retrosynthesis dataset with 1.9M reactions from patents (1976-2016). Predict the reactants needed to synthesize the given product. (1) Given the product [CH3:21][NH:23][C:18]([CH:16]1[CH2:17][N:14]([CH:1]([C:8]2[CH:13]=[CH:12][CH:11]=[CH:10][CH:9]=2)[C:2]2[CH:7]=[CH:6][CH:5]=[CH:4][CH:3]=2)[CH2:15]1)=[O:20], predict the reactants needed to synthesize it. The reactants are: [CH:1]([N:14]1[CH2:17][CH:16]([C:18]([OH:20])=O)[CH2:15]1)([C:8]1[CH:13]=[CH:12][CH:11]=[CH:10][CH:9]=1)[C:2]1[CH:7]=[CH:6][CH:5]=[CH:4][CH:3]=1.[CH2:21]([N:23](CC)CC)C.F[P-](F)(F)(F)(F)F.N1(O[P+](N(C)C)(N(C)C)N(C)C)C2C=CC=CC=2N=N1.Cl.CN. (2) Given the product [I:17][C:10]1[C:9](=[O:11])[N:8]2[C:4]([N:5]([CH3:16])[C:6]3[CH:15]=[CH:14][CH:13]=[CH:12][C:7]=32)=[N:3][C:2]=1[CH3:1], predict the reactants needed to synthesize it. The reactants are: [CH3:1][C:2]1[N:3]=[C:4]2[N:8]([C:9](=[O:11])[CH:10]=1)[C:7]1[CH:12]=[CH:13][CH:14]=[CH:15][C:6]=1[N:5]2[CH3:16].[I:17]I. (3) Given the product [C:1]([O:5][C:6]([N:8]1[CH2:9][CH2:10][CH:11]([C:14]2[O:16][N:47]=[C:34]([CH2:35][O:36][C:37]3[CH:38]=[CH:39][C:40]([S:43]([CH3:46])(=[O:45])=[O:44])=[CH:41][CH:42]=3)[N:33]=2)[CH2:12][CH2:13]1)=[O:7])([CH3:2])([CH3:3])[CH3:4], predict the reactants needed to synthesize it. The reactants are: [C:1]([O:5][C:6]([N:8]1[CH2:13][CH2:12][CH:11]([C:14]([OH:16])=O)[CH2:10][CH2:9]1)=[O:7])([CH3:4])([CH3:3])[CH3:2].CCN(CC)CC.C(OC(Cl)=O)C(C)C.O[NH:33][C:34](=[NH:47])[CH2:35][O:36][C:37]1[CH:42]=[CH:41][C:40]([S:43]([CH3:46])(=[O:45])=[O:44])=[CH:39][CH:38]=1. (4) Given the product [CH3:1][N:2]([CH2:19][C:17]1[CH:16]=[CH:15][C:12]2[CH2:13][CH2:14][N:8]([C:6](=[O:7])[C:5]([F:22])([F:4])[F:21])[CH2:9][CH2:10][C:11]=2[CH:18]=1)[CH3:3], predict the reactants needed to synthesize it. The reactants are: [CH3:1][NH:2][CH3:3].[F:4][C:5]([F:22])([F:21])[C:6]([N:8]1[CH2:14][CH2:13][C:12]2[CH:15]=[CH:16][C:17]([CH:19]=O)=[CH:18][C:11]=2[CH2:10][CH2:9]1)=[O:7].C(O[BH-](OC(=O)C)OC(=O)C)(=O)C.[Na+].C([O-])(O)=O.[Na+]. (5) The reactants are: C(OC([N:11]1[CH2:16][CH2:15][N:14]([C:17](=[O:49])[CH:18]([NH:29][C:30]([N:32]2[CH2:37][CH2:36][CH:35]([N:38]3[CH2:47][C:46]4[C:41](=[CH:42][CH:43]=[CH:44][CH:45]=4)[NH:40][C:39]3=[O:48])[CH2:34][CH2:33]2)=[O:31])[CH2:19][C:20]2[CH:21]=[C:22]3[C:26](=[CH:27][CH:28]=2)[NH:25][N:24]=[CH:23]3)[CH2:13][CH2:12]1)=O)C1C=CC=CC=1.C. Given the product [NH:25]1[C:26]2[C:22](=[CH:21][C:20]([CH2:19][CH:18]([NH:29][C:30]([N:32]3[CH2:33][CH2:34][CH:35]([N:38]4[CH2:47][C:46]5[C:41](=[CH:42][CH:43]=[CH:44][CH:45]=5)[NH:40][C:39]4=[O:48])[CH2:36][CH2:37]3)=[O:31])[C:17](=[O:49])[N:14]3[CH2:15][CH2:16][NH:11][CH2:12][CH2:13]3)=[CH:28][CH:27]=2)[CH:23]=[N:24]1, predict the reactants needed to synthesize it. (6) Given the product [NH2:28][CH2:27][C:26]1[CH:25]=[C:24]([CH2:23][C@@H:22]([NH:21][C:17]2[N:16]=[C:15]([N:14]([C:3]3[C:2]([F:1])=[CH:7][N:6]=[C:5]([C:8]4[CH:9]=[CH:10][CH:11]=[CH:12][CH:13]=4)[N:4]=3)[CH3:40])[CH:20]=[CH:19][N:18]=2)[CH3:39])[CH:38]=[CH:37][CH:36]=1, predict the reactants needed to synthesize it. The reactants are: [F:1][C:2]1[C:3]([N:14]([CH3:40])[C:15]2[CH:20]=[CH:19][N:18]=[C:17]([NH:21][C@@H:22]([CH3:39])[CH2:23][C:24]3[CH:25]=[C:26]([CH:36]=[CH:37][CH:38]=3)[CH2:27][NH:28]C(=O)OC(C)(C)C)[N:16]=2)=[N:4][C:5]([C:8]2[CH:13]=[CH:12][CH:11]=[CH:10][CH:9]=2)=[N:6][CH:7]=1.Cl.